From a dataset of Full USPTO retrosynthesis dataset with 1.9M reactions from patents (1976-2016). Predict the reactants needed to synthesize the given product. (1) Given the product [CH3:27][CH:28]([CH2:31][CH3:32])[CH2:29][S:30][C:2]1[CH:3]=[C:4]2[C@:15]3([CH2:19][O:18][C:17]([NH2:20])=[N:16]3)[C:14]3[C:9](=[CH:10][CH:11]=[C:12]([C:21]4[CH:22]=[N:23][CH:24]=[CH:25][CH:26]=4)[CH:13]=3)[O:8][C:5]2=[N:6][CH:7]=1, predict the reactants needed to synthesize it. The reactants are: Br[C:2]1[CH:3]=[C:4]2[C@:15]3([CH2:19][O:18][C:17]([NH2:20])=[N:16]3)[C:14]3[C:9](=[CH:10][CH:11]=[C:12]([C:21]4[CH:22]=[N:23][CH:24]=[CH:25][CH:26]=4)[CH:13]=3)[O:8][C:5]2=[N:6][CH:7]=1.[CH3:27][CH:28]([CH2:31][CH3:32])[CH2:29][SH:30].CC1(C)C2C=CC=C(P(C3C=CC=CC=3)C3C=CC=CC=3)C=2OC2C1=CC=CC=2P(C1C=CC=CC=1)C1C=CC=CC=1. (2) Given the product [CH2:1]([C:5]1[C:9]([CH2:10][CH2:11][C:12]2[CH:25]=[CH:24][C:15]([C:16]([NH:18][CH:19]3[CH2:23][CH2:22][O:21][CH2:20]3)=[O:17])=[CH:14][N:13]=2)=[C:8]([CH3:26])[O:7][N:6]=1)[CH2:2][CH2:3][CH3:4], predict the reactants needed to synthesize it. The reactants are: [CH2:1]([C:5]1[C:9](/[CH:10]=[CH:11]/[C:12]2[CH:25]=[CH:24][C:15]([C:16]([NH:18][CH:19]3[CH2:23][CH2:22][O:21][CH2:20]3)=[O:17])=[CH:14][N:13]=2)=[C:8]([CH3:26])[O:7][N:6]=1)[CH2:2][CH2:3][CH3:4].